From a dataset of NCI-60 drug combinations with 297,098 pairs across 59 cell lines. Regression. Given two drug SMILES strings and cell line genomic features, predict the synergy score measuring deviation from expected non-interaction effect. (1) Drug 1: C1CN1C2=NC(=NC(=N2)N3CC3)N4CC4. Drug 2: C1=CC(=CC=C1CCCC(=O)O)N(CCCl)CCCl. Cell line: T-47D. Synergy scores: CSS=32.1, Synergy_ZIP=-7.67, Synergy_Bliss=-4.26, Synergy_Loewe=-25.2, Synergy_HSA=-3.65. (2) Drug 1: C1=CC(=CC=C1CCC2=CNC3=C2C(=O)NC(=N3)N)C(=O)NC(CCC(=O)O)C(=O)O. Drug 2: CN(C(=O)NC(C=O)C(C(C(CO)O)O)O)N=O. Cell line: HT29. Synergy scores: CSS=40.7, Synergy_ZIP=2.40, Synergy_Bliss=2.46, Synergy_Loewe=-20.5, Synergy_HSA=4.26. (3) Drug 1: C1CCN(CC1)CCOC2=CC=C(C=C2)C(=O)C3=C(SC4=C3C=CC(=C4)O)C5=CC=C(C=C5)O. Drug 2: C1C(C(OC1N2C=NC3=C2NC=NCC3O)CO)O. Cell line: NCI-H322M. Synergy scores: CSS=2.99, Synergy_ZIP=-2.18, Synergy_Bliss=-2.10, Synergy_Loewe=-4.50, Synergy_HSA=-4.25.